Predict the product of the given reaction. From a dataset of Forward reaction prediction with 1.9M reactions from USPTO patents (1976-2016). (1) Given the reactants [Cl:1][C:2]1[N:7]=[CH:6][C:5]2[C:8](=O)[O:9][CH:10]([CH2:11][CH3:12])[C:4]=2[C:3]=1[Cl:14].[NH:15]1[C:23]2[C:18](=[CH:19][CH:20]=[CH:21][CH:22]=2)[CH2:17][C:16]1=[O:24], predict the reaction product. The product is: [Cl:1][C:2]1[N:7]=[CH:6][C:5]2[C:8](=[C:17]3[C:18]4[C:23](=[CH:22][CH:21]=[CH:20][CH:19]=4)[NH:15][C:16]3=[O:24])[O:9][CH:10]([CH2:11][CH3:12])[C:4]=2[C:3]=1[Cl:14]. (2) The product is: [Cl:13][C:3]1[CH:2]=[CH:7][C:6]([N+:8]([O-:10])=[O:9])=[CH:25][C:23]=1[OH:24]. Given the reactants Cl[C:2]1[CH:7]=[C:6]([N+:8]([O-:10])=[O:9])C=C[C:3]=1OC.[Cl-:13].[NH+]1C=CC=CC=1.CCO[C:23]([CH3:25])=[O:24], predict the reaction product. (3) Given the reactants [SH:1][C:2]1[CH:3]=[C:4]([CH2:8][C:9]([O:11][CH3:12])=[O:10])[CH:5]=[CH:6][CH:7]=1.[CH:13]1(Br)[CH2:17][CH2:16][CH2:15][CH2:14]1.[H-].[Na+].C(=O)(O)[O-].[Na+], predict the reaction product. The product is: [CH:13]1([S:1][C:2]2[CH:3]=[C:4]([CH2:8][C:9]([O:11][CH3:12])=[O:10])[CH:5]=[CH:6][CH:7]=2)[CH2:17][CH2:16][CH2:15][CH2:14]1. (4) Given the reactants [NH2:1][C:2]1[CH:7]=[CH:6][C:5]([OH:8])=[CH:4][CH:3]=1.Cl[C:10]1[N:11]([CH3:21])[CH:12]=[C:13]([C:15]2[CH:20]=[CH:19][CH:18]=[CH:17][CH:16]=2)[N:14]=1.O.C1(C)C=CC(S(O)(=O)=O)=CC=1, predict the reaction product. The product is: [CH3:21][N:11]1[CH:12]=[C:13]([C:15]2[CH:16]=[CH:17][CH:18]=[CH:19][CH:20]=2)[N:14]=[C:10]1[NH:1][C:2]1[CH:7]=[CH:6][C:5]([OH:8])=[CH:4][CH:3]=1. (5) Given the reactants C(OC([N:8]1[CH2:11][CH:10]([C:12]2[C:21]([N:22]3[CH2:27][CH2:26][CH2:25][CH2:24][CH2:23]3)=[N:20][C:19]3[C:14](=[CH:15][CH:16]=[CH:17][CH:18]=3)[N:13]=2)[CH2:9]1)=O)(C)(C)C.[ClH:28].CO, predict the reaction product. The product is: [ClH:28].[NH:8]1[CH2:9][CH:10]([C:12]2[C:21]([N:22]3[CH2:23][CH2:24][CH2:25][CH2:26][CH2:27]3)=[N:20][C:19]3[C:14](=[CH:15][CH:16]=[CH:17][CH:18]=3)[N:13]=2)[CH2:11]1. (6) Given the reactants CC1N=C(NS(C2C=CC(C3C=CC(C#N)=CC=3)=CC=2)(=O)=O)C=CC=1.[CH:26]1([C:29]2[N:34]=[C:33]([NH2:35])[CH:32]=[CH:31][CH:30]=2)[CH2:28][CH2:27]1.[Cl:36][C:37]1[N:42]=[CH:41][C:40]([S:43](Cl)(=[O:45])=[O:44])=[CH:39][CH:38]=1, predict the reaction product. The product is: [CH:26]1([C:29]2[N:34]=[C:33]([NH:35][S:43]([C:40]3[CH:41]=[N:42][C:37]([Cl:36])=[CH:38][CH:39]=3)(=[O:45])=[O:44])[CH:32]=[CH:31][CH:30]=2)[CH2:28][CH2:27]1. (7) Given the reactants [Br:1][C:2]1[CH:9]=[CH:8][C:5]([C:6]#[N:7])=[C:4]([OH:10])[CH:3]=1.[C:11](=O)([O-])[O-].[K+].[K+], predict the reaction product. The product is: [Br:1][C:2]1[CH:9]=[CH:8][C:5]([C:6]#[N:7])=[C:4]([O:10][CH3:11])[CH:3]=1. (8) Given the reactants Br[C:2]1[C:11]([CH3:12])=[C:10]([Br:13])[C:9]2[C:4](=[CH:5][C:6]([F:15])=[CH:7][C:8]=2[F:14])[N:3]=1.[NH:16]1[CH2:21][CH2:20][CH2:19][CH2:18][C:17]1=[O:22].CN[C@H]1CCCC[C@@H]1NC.[O-]P([O-])([O-])=O.[K+].[K+].[K+], predict the reaction product. The product is: [Br:13][C:10]1[C:9]2[C:4](=[CH:5][C:6]([F:15])=[CH:7][C:8]=2[F:14])[N:3]=[C:2]([N:16]2[CH2:21][CH2:20][CH2:19][CH2:18][C:17]2=[O:22])[C:11]=1[CH3:12].